Dataset: Forward reaction prediction with 1.9M reactions from USPTO patents (1976-2016). Task: Predict the product of the given reaction. The product is: [CH2:1]([C:3]1[CH:23]=[CH:22][CH:21]=[C:20]([CH3:24])[C:4]=1[CH2:5][NH:6][C:7]1[C:8]2[N:9]([N:16]=[C:17]([CH3:19])[N:18]=2)[CH:10]=[C:11]([C:13]([N:27]([CH3:28])[CH3:26])=[O:15])[CH:12]=1)[CH3:2]. Given the reactants [CH2:1]([C:3]1[CH:23]=[CH:22][CH:21]=[C:20]([CH3:24])[C:4]=1[CH2:5][NH:6][C:7]1[C:8]2[N:9]([N:16]=[C:17]([CH3:19])[N:18]=2)[CH:10]=[C:11]([C:13]([OH:15])=O)[CH:12]=1)[CH3:2].C1N=[CH:28][N:27](C(N2C=NC=C2)=O)[CH:26]=1.CNC, predict the reaction product.